From a dataset of Forward reaction prediction with 1.9M reactions from USPTO patents (1976-2016). Predict the product of the given reaction. (1) Given the reactants C(N[C:6]1[N:14]=[C:13]2[C:9]([N:10]=[C:11]([O:20][CH3:21])[N:12]2[CH2:15][CH2:16][CH2:17][CH2:18][Cl:19])=[C:8]([NH2:22])[N:7]=1)CCC.FC(F)(F)C(O)=O.COC1N=C2C(N=1)=C(N)NC([O:42][C@@H:43]([CH3:46])[CH2:44][CH3:45])=N2.BrCCCCCl.C(OCC)(=O)C, predict the reaction product. The product is: [Cl:19][CH2:18][CH2:17][CH2:16][CH2:15][N:12]1[C:11]([O:20][CH3:21])=[N:10][C:9]2[C:13]1=[N:14][C:6]([O:42][C@@H:43]([CH3:46])[CH2:44][CH3:45])=[N:7][C:8]=2[NH2:22]. (2) Given the reactants [C:1]1([CH3:9])[CH:6]=[CH:5][CH:4]=[CH:3][C:2]=1[NH:7]N.O=[C:11]([CH2:15][CH3:16])[C:12]([OH:14])=[O:13].[CH2:17](O)[CH3:18], predict the reaction product. The product is: [CH3:16][C:15]1[C:3]2[C:2](=[C:1]([CH3:9])[CH:6]=[CH:5][CH:4]=2)[NH:7][C:11]=1[C:12]([O:14][CH2:17][CH3:18])=[O:13]. (3) The product is: [CH3:13][O:14][C:15]([C@H:17]1[CH2:22][CH2:21][C@H:20]([NH:23][CH2:11][C:9]2[CH:8]=[CH:7][C:6]3[O:1][CH2:2][CH2:3][O:4][C:5]=3[CH:10]=2)[CH2:19][CH2:18]1)=[O:16]. Given the reactants [O:1]1[C:6]2[CH:7]=[CH:8][C:9]([CH:11]=O)=[CH:10][C:5]=2[O:4][CH2:3][CH2:2]1.[CH3:13][O:14][C:15]([C@H:17]1[CH2:22][CH2:21][C@H:20]([NH2:23])[CH2:19][CH2:18]1)=[O:16].C(O)(=O)C.C([BH3-])#N.[Na+], predict the reaction product. (4) Given the reactants [C:1]1([CH2:7][CH2:8][P:9]([OH:11])[OH:10])[CH:6]=[CH:5][CH:4]=[CH:3][CH:2]=1.[OH-].[Na+].O.O.O.O.O.O.[Cl-].[Al+3:21].[Cl-].[Cl-], predict the reaction product. The product is: [Al+3:21].[C:1]1([CH2:7][CH2:8][P:9]([O-:11])[O-:10])[CH:6]=[CH:5][CH:4]=[CH:3][CH:2]=1.[C:1]1([CH2:7][CH2:8][P:9]([O-:11])[O-:10])[CH:6]=[CH:5][CH:4]=[CH:3][CH:2]=1.[C:1]1([CH2:7][CH2:8][P:9]([O-:11])[O-:10])[CH:6]=[CH:5][CH:4]=[CH:3][CH:2]=1.[Al+3:21]. (5) Given the reactants [Br:1][C:2]1[CH:3]=[CH:4][C:5]2[N:9]=[CH:8][N:7]([CH:10]3[CH2:14][CH2:13][N:12](C(OC(C)(C)C)=O)[CH2:11]3)[C:6]=2[CH:22]=1.C(O)(C(F)(F)F)=O, predict the reaction product. The product is: [Br:1][C:2]1[CH:3]=[CH:4][C:5]2[N:9]=[CH:8][N:7]([CH:10]3[CH2:14][CH2:13][NH:12][CH2:11]3)[C:6]=2[CH:22]=1. (6) Given the reactants [N:1]12[CH2:8][CH2:7][CH:4]([CH2:5][CH2:6]1)[C@H:3]([NH:9][C:10]([C:12]1[C:16]3[CH:17]=[CH:18][C:19](Br)=[CH:20][C:15]=3S[N:13]=1)=[O:11])[CH2:2]2.C[C:23]1(C)[C:36]2[CH:35]=[CH:34][CH:33]=[C:32](P(C3C=CC=CC=3)C3C=CC=CC=3)[C:31]=2OC2C1=CC=CC=2P(C1C=CC=CC=1)C1C=CC=CC=1.[C:64](=[O:67])([O-])[O-].[Cs+].[Cs+].[C:70](=[NH:83])([C:77]1[CH:82]=[CH:81]C=CC=1)C1C=CC=CC=1, predict the reaction product. The product is: [N:1]12[CH2:8][CH2:7][CH:4]([CH2:5][CH2:6]1)[C@H:3]([NH:9][C:10]([C:12]1[C:16]3[C:15](=[CH:20][CH:19]=[C:18]([N:1]4[CH2:2][CH2:3][CH:64]([O:67][CH2:23][C:36]5[CH:31]=[CH:32][CH:33]=[CH:34][CH:35]=5)[CH2:6]4)[CH:17]=3)[N:83]([CH2:70][CH:77]3[CH2:82][CH2:81]3)[N:13]=1)=[O:11])[CH2:2]2. (7) Given the reactants [CH2:1]([O:3][C:4](=[O:31])[C:5]([O:8][C:9]1[CH:14]=[CH:13][C:12]([O:15][CH2:16][CH2:17][C:18]2[N:19]=[C:20]([C:24]3[CH:29]=[CH:28][C:27](Br)=[CH:26][CH:25]=3)[O:21][C:22]=2[CH3:23])=[CH:11][CH:10]=1)([CH3:7])[CH3:6])[CH3:2].[F:32][C:33]([F:44])([F:43])[C:34]1[CH:39]=[CH:38][CH:37]=[CH:36][C:35]=1B(O)O.[F-].[K+].C1(P(C2CCCCC2)C2C=CC=CC=2C2C=CC=CC=2)CCCCC1, predict the reaction product. The product is: [CH2:1]([O:3][C:4](=[O:31])[C:5]([CH3:7])([O:8][C:9]1[CH:14]=[CH:13][C:12]([O:15][CH2:16][CH2:17][C:18]2[N:19]=[C:20]([C:24]3[CH:29]=[CH:28][C:27]([C:35]4[CH:36]=[CH:37][CH:38]=[CH:39][C:34]=4[C:33]([F:44])([F:43])[F:32])=[CH:26][CH:25]=3)[O:21][C:22]=2[CH3:23])=[CH:11][CH:10]=1)[CH3:6])[CH3:2]. (8) The product is: [CH3:30][N:29]([CH3:31])[C:20]1([C:23]2[CH:24]=[CH:25][CH:26]=[CH:27][CH:28]=2)[CH2:21][CH2:22][CH:17]([CH:8]([OH:7])[CH2:9][O:10][C:11]2[CH:12]=[CH:13][CH:14]=[CH:15][CH:16]=2)[CH2:18][CH2:19]1. Given the reactants Cl.C(OC([O:7][CH:8]([CH:17]1[CH2:22][CH2:21][C:20]([N:29]([CH3:31])[CH3:30])([C:23]2[CH:28]=[CH:27][CH:26]=[CH:25][CH:24]=2)[CH2:19][CH2:18]1)[CH2:9][O:10][C:11]1[CH:16]=[CH:15][CH:14]=[CH:13][CH:12]=1)C)C.[OH-].[Na+], predict the reaction product. (9) Given the reactants C(Cl)(=O)C(Cl)=O.[CH3:7][N:8]([CH2:10][C:11]1[CH:19]=[CH:18][C:14]([C:15]([OH:17])=O)=[CH:13][CH:12]=1)[CH3:9].[NH2:20][C:21]1[N:25](C(OC(C)(C)C)=O)[N:24]=[C:23]([CH2:33][CH2:34][C:35]2[CH:40]=[C:39]([O:41][CH3:42])[CH:38]=[C:37]([O:43][CH3:44])[CH:36]=2)[CH:22]=1.N1C=CC=CC=1.C(O)(C(F)(F)F)=O, predict the reaction product. The product is: [CH3:42][O:41][C:39]1[CH:40]=[C:35]([CH2:34][CH2:33][C:23]2[NH:24][N:25]=[C:21]([NH:20][C:15](=[O:17])[C:14]3[CH:13]=[CH:12][C:11]([CH2:10][N:8]([CH3:7])[CH3:9])=[CH:19][CH:18]=3)[CH:22]=2)[CH:36]=[C:37]([O:43][CH3:44])[CH:38]=1.